This data is from Full USPTO retrosynthesis dataset with 1.9M reactions from patents (1976-2016). The task is: Predict the reactants needed to synthesize the given product. Given the product [CH3:9][O:8][C:5]1[CH:6]=[CH:7][C:2]([NH:13][C:12]2[CH:14]=[C:15]([CH3:18])[CH:16]=[CH:17][C:11]=2[CH3:10])=[CH:3][CH:4]=1, predict the reactants needed to synthesize it. The reactants are: Cl[C:2]1[CH:7]=[CH:6][C:5]([O:8][CH3:9])=[CH:4][CH:3]=1.[CH3:10][C:11]1[CH:17]=[CH:16][C:15]([CH3:18])=[CH:14][C:12]=1[NH2:13].CC([O-])(C)C.[Na+].O(CCCC)CCCC.